From a dataset of Forward reaction prediction with 1.9M reactions from USPTO patents (1976-2016). Predict the product of the given reaction. (1) Given the reactants [BH4-].[Na+].[Br:3][C:4]1[CH:5]=[C:6]([C:10](=[O:13])[CH2:11][CH3:12])[CH:7]=[CH:8][CH:9]=1.O, predict the reaction product. The product is: [Br:3][C:4]1[CH:5]=[C:6]([CH:10]([OH:13])[CH2:11][CH3:12])[CH:7]=[CH:8][CH:9]=1. (2) Given the reactants [F:1][C:2]([F:8])([F:7])[S:3]([OH:6])(=[O:5])=[O:4].[CH:9]12[CH2:15][CH:12]([CH2:13][CH2:14]1)[CH2:11][CH:10]2[Si:16]([CH3:19])([CH3:18])Cl, predict the reaction product. The product is: [F:1][C:2]([F:8])([F:7])[S:3]([O:6][Si:16]([CH:10]1[CH2:11][CH:12]2[CH2:15][CH:9]1[CH2:14][CH2:13]2)([CH3:19])[CH3:18])(=[O:5])=[O:4]. (3) Given the reactants [F:1][CH:2]([F:11])[O:3][C:4]1[C:5]([NH2:10])=[N:6][CH:7]=[CH:8][CH:9]=1.[Br:12]N1C(=O)CCC1=O, predict the reaction product. The product is: [Br:12][C:8]1[CH:9]=[C:4]([O:3][CH:2]([F:1])[F:11])[C:5]([NH2:10])=[N:6][CH:7]=1. (4) Given the reactants C[O:2][C:3]([C:5]1[CH:9]=[C:8]([NH2:10])[NH:7][N:6]=1)=O.[NH3:11], predict the reaction product. The product is: [NH2:10][C:8]1[NH:7][N:6]=[C:5]([C:3]([NH2:11])=[O:2])[CH:9]=1. (5) Given the reactants Cl[C:2]1[C:11]2[C:6](=[CH:7][C:8]3[CH:15]=[C:14]([O:16][CH3:17])[C:13]([O:18][CH3:19])=[CH:12][C:9]=3[CH:10]=2)[N:5]=[CH:4][C:3]=1[C:20]#[N:21].[O:22]([C:29]1[CH:35]=[CH:34][C:32]([NH2:33])=[CH:31][CH:30]=1)[C:23]1[CH:28]=[CH:27][CH:26]=[CH:25][CH:24]=1.Cl.N1C=CC=CC=1.C(=O)([O-])[O-].[Na+].[Na+], predict the reaction product. The product is: [CH3:19][O:18][C:13]1[C:14]([O:16][CH3:17])=[CH:15][C:8]2[CH:7]=[C:6]3[C:11]([C:2]([NH:33][C:32]4[CH:31]=[CH:30][C:29]([O:22][C:23]5[CH:28]=[CH:27][CH:26]=[CH:25][CH:24]=5)=[CH:35][CH:34]=4)=[C:3]([C:20]#[N:21])[CH:4]=[N:5]3)=[CH:10][C:9]=2[CH:12]=1. (6) Given the reactants CO[C:3](=[O:12])[C:4]1[CH:9]=[C:8](Br)[C:7]([OH:11])=[N:6][CH:5]=1.[Cl:13][C:14]1[CH:19]=[CH:18][C:17](B(O)O)=[CH:16][CH:15]=1.Cl.[NH2:24][CH2:25][C:26]1([OH:32])[CH2:31][CH2:30][CH2:29][CH2:28][CH2:27]1.[CH3:33][O:34][CH2:35][CH2:36]O, predict the reaction product. The product is: [Cl:13][C:14]1[CH:19]=[CH:18][C:17]([C:8]2[C:7]([O:11][CH2:36][CH2:35][O:34][CH3:33])=[N:6][CH:5]=[C:4]([CH:9]=2)[C:3]([NH:24][CH2:25][C:26]2([OH:32])[CH2:31][CH2:30][CH2:29][CH2:28][CH2:27]2)=[O:12])=[CH:16][CH:15]=1. (7) Given the reactants [CH2:1]([N:5]([CH2:26][CH:27]([CH3:29])[CH3:28])[C:6]1[CH:11]=[CH:10][C:9]([C:12]2[C:13]([C:19]([O:21][CH3:22])=[O:20])=[C:14]([CH3:18])[CH:15]=[CH:16][CH:17]=2)=[CH:8][C:7]=1[N+:23]([O-])=O)[CH:2]([CH3:4])[CH3:3].[Cl-].[NH4+], predict the reaction product. The product is: [NH2:23][C:7]1[CH:8]=[C:9]([C:12]2[C:13]([C:19]([O:21][CH3:22])=[O:20])=[C:14]([CH3:18])[CH:15]=[CH:16][CH:17]=2)[CH:10]=[CH:11][C:6]=1[N:5]([CH2:1][CH:2]([CH3:3])[CH3:4])[CH2:26][CH:27]([CH3:29])[CH3:28]. (8) Given the reactants [C:1]1(=[O:7])O[C:4](=[O:5])[CH:3]=[CH:2]1.[F:8][C:9]1[CH:10]=[C:11]([CH:13]=[CH:14][C:15]=1[F:16])[NH2:12], predict the reaction product. The product is: [F:8][C:9]1[CH:10]=[C:11]([N:12]2[C:4](=[O:5])[CH:3]=[CH:2][C:1]2=[O:7])[CH:13]=[CH:14][C:15]=1[F:16].